From a dataset of Catalyst prediction with 721,799 reactions and 888 catalyst types from USPTO. Predict which catalyst facilitates the given reaction. (1) Reactant: C[O:2][C:3]1[CH:4]=[C:5]2[C:14]3[C:15](=[C:17]4[C:22](=[N:23][C:13]=3[C:12]3[CH:11]=[CH:10][CH:9]=[CH:8][C:7]=3[N:6]2[CH3:24])[CH:21]=[CH:20][CH:19]=[CH:18]4)[CH:16]=1.C1C=CC=CC=1.CO.C(=O)([O-])O.[Na+]. Product: [OH:2][C:3]1[CH:4]=[C:5]2[C:14]3[C:15](=[C:17]4[C:22](=[N:23][C:13]=3[C:12]3[CH:11]=[CH:10][CH:9]=[CH:8][C:7]=3[N:6]2[CH3:24])[CH:21]=[CH:20][CH:19]=[CH:18]4)[CH:16]=1. The catalyst class is: 13. (2) Reactant: [CH3:1][O:2][C:3]([C:5]1[CH:10]=[C:9]([Br:11])[C:8](=[O:12])[NH:7][CH:6]=1)=[O:4].[CH3:13][O:14][CH2:15][CH2:16]O.CC(OC(/N=N/C(OC(C)C)=O)=O)C.C1(P(C2C=CC=CC=2)C2C=CC=CC=2)C=CC=CC=1. Product: [CH3:1][O:2][C:3](=[O:4])[C:5]1[CH:10]=[C:9]([Br:11])[C:8]([O:12][CH2:16][CH2:15][O:14][CH3:13])=[N:7][CH:6]=1. The catalyst class is: 1. (3) Reactant: C[O:2][C:3]1[C:4]([CH3:41])=[C:5]([C:32]([O:39]C)=[C:33]([O:37][CH3:38])[C:34]=1[O:35][CH3:36])[CH2:6][C:7]1[CH:8]=[CH:9][C:10]([C:26]2[CH:27]=[N:28][CH:29]=[CH:30][CH:31]=2)=[C:11]([CH:25]=1)[C:12]([NH:14][C:15]1[CH:20]=[CH:19][C:18]([C:21]([F:24])([F:23])[F:22])=[CH:17][CH:16]=1)=[O:13].O=[N+]([O-])[O-].[O-][N+](=O)[O-].[O-][N+](=O)[O-].[O-][N+](=O)[O-].[O-][N+](=O)[O-].[O-][N+](=O)[O-].[Ce+4].[NH4+].[NH4+]. Product: [CH3:36][O:35][C:34]1[C:3](=[O:2])[C:4]([CH3:41])=[C:5]([CH2:6][C:7]2[CH:8]=[CH:9][C:10]([C:26]3[CH:27]=[N:28][CH:29]=[CH:30][CH:31]=3)=[C:11]([CH:25]=2)[C:12]([NH:14][C:15]2[CH:16]=[CH:17][C:18]([C:21]([F:23])([F:24])[F:22])=[CH:19][CH:20]=2)=[O:13])[C:32](=[O:39])[C:33]=1[O:37][CH3:38]. The catalyst class is: 47. (4) Reactant: Br[C:2]1[CH:9]=[C:8]([O:10][CH3:11])[CH:7]=[C:6]([O:12][CH3:13])[C:3]=1[CH:4]=[O:5].CC([O-])=O.[K+].[B:19]1([B:19]2[O:23][C:22]([CH3:25])([CH3:24])[C:21]([CH3:27])([CH3:26])[O:20]2)[O:23][C:22]([CH3:25])([CH3:24])[C:21]([CH3:27])([CH3:26])[O:20]1. Product: [CH3:13][O:12][C:6]1[CH:7]=[C:8]([O:10][CH3:11])[CH:9]=[C:2]([B:19]2[O:23][C:22]([CH3:25])([CH3:24])[C:21]([CH3:27])([CH3:26])[O:20]2)[C:3]=1[CH:4]=[O:5]. The catalyst class is: 75.